The task is: Predict the product of the given reaction.. This data is from Forward reaction prediction with 1.9M reactions from USPTO patents (1976-2016). (1) The product is: [F:1][C:2]1[CH:3]=[C:4]([C:9]2(/[CH:15]=[CH:16]/[C:17]3[O:21][N:20]=[C:19]([C:22]4[CH:23]=[CH:24][C:25]([CH2:26][N:27]5[CH2:30][CH:29]([C:31]([OH:33])=[O:32])[CH2:28]5)=[CH:38][CH:39]=4)[N:18]=3)[CH2:10][CH2:11][CH2:12][CH2:13][CH2:14]2)[CH:5]=[CH:6][C:7]=1[F:8]. Given the reactants [F:1][C:2]1[CH:3]=[C:4]([C:9]2(/[CH:15]=[CH:16]/[C:17]3[O:21][N:20]=[C:19]([C:22]4[CH:39]=[CH:38][C:25]([CH2:26][N:27]5[CH2:30][CH:29]([C:31]([O:33]C(C)(C)C)=[O:32])[CH2:28]5)=[CH:24][CH:23]=4)[N:18]=3)[CH2:14][CH2:13][CH2:12][CH2:11][CH2:10]2)[CH:5]=[CH:6][C:7]=1[F:8].C(O)(C(F)(F)F)=O, predict the reaction product. (2) Given the reactants O[C@@H](C1C=CC=CC=1)CNC1C=CNC(=O)C=1C1NC2C(C(O)=O)=CC=CC=2N=1.C(N)C1C=CC=CC=1.CCN(C(C)C)C(C)C.CN(C(ON1N=NC2C=CC=NC1=2)=[N+](C)C)C.F[P-](F)(F)(F)(F)F.F[C:72]1[CH:73]=[C:74]([CH:105]=[CH:106][CH:107]=1)[CH2:75][NH:76][C:77]([C:79]1[C:87]2[NH:86][C:85]([C:88]3[C:89](=[O:104])[NH:90][CH:91]=[CH:92][C:93]=3[NH:94][CH2:95][C@@H:96]([OH:103])[C:97]3[CH:102]=[CH:101][CH:100]=[CH:99][CH:98]=3)=[N:84][C:83]=2[CH:82]=[CH:81][CH:80]=1)=[O:78], predict the reaction product. The product is: [CH2:75]([NH:76][C:77]([C:79]1[C:87]2[NH:86][C:85]([C:88]3[C:89](=[O:104])[NH:90][CH:91]=[CH:92][C:93]=3[NH:94][CH2:95][C@@H:96]([OH:103])[C:97]3[CH:102]=[CH:101][CH:100]=[CH:99][CH:98]=3)=[N:84][C:83]=2[CH:82]=[CH:81][CH:80]=1)=[O:78])[C:74]1[CH:105]=[CH:106][CH:107]=[CH:72][CH:73]=1. (3) Given the reactants [BH4-].[Na+].[Br:3][C:4]1[C:5]2[CH2:11][CH:10]([CH3:12])[C:9](=O)[C:6]=2[S:7][CH:8]=1.Cl.C1(C)C=CC=CC=1, predict the reaction product. The product is: [Br:3][C:4]1[C:5]2[CH2:11][C:10]([CH3:12])=[CH:9][C:6]=2[S:7][CH:8]=1.